From a dataset of TCR-epitope binding with 47,182 pairs between 192 epitopes and 23,139 TCRs. Binary Classification. Given a T-cell receptor sequence (or CDR3 region) and an epitope sequence, predict whether binding occurs between them. (1) Result: 1 (the TCR binds to the epitope). The TCR CDR3 sequence is CASSLDLSTGELFF. The epitope is YFPLQSYGF. (2) The epitope is RLDKVEAEV. The TCR CDR3 sequence is CASSQSGLGNQPQHF. Result: 1 (the TCR binds to the epitope). (3) Result: 0 (the TCR does not bind to the epitope). The epitope is RTLNAWVKV. The TCR CDR3 sequence is CASSGQARGNQPQHF. (4) The epitope is TEKSNIIRGW. The TCR CDR3 sequence is CASLISPTDTQYF. Result: 0 (the TCR does not bind to the epitope). (5) The epitope is QVPLRPMTYK. The TCR CDR3 sequence is CASSFYPPPGEQFF. Result: 0 (the TCR does not bind to the epitope).